The task is: Regression. Given two drug SMILES strings and cell line genomic features, predict the synergy score measuring deviation from expected non-interaction effect.. This data is from NCI-60 drug combinations with 297,098 pairs across 59 cell lines. (1) Drug 1: C1=CN(C(=O)N=C1N)C2C(C(C(O2)CO)O)O.Cl. Drug 2: CC1=C(C(CCC1)(C)C)C=CC(=CC=CC(=CC(=O)O)C)C. Cell line: 786-0. Synergy scores: CSS=15.9, Synergy_ZIP=-9.39, Synergy_Bliss=-0.513, Synergy_Loewe=-21.3, Synergy_HSA=-1.41. (2) Drug 1: C1CC(C1)(C(=O)O)C(=O)O.[NH2-].[NH2-].[Pt+2]. Drug 2: C1=NNC2=C1C(=O)NC=N2. Cell line: NCI-H322M. Synergy scores: CSS=-3.97, Synergy_ZIP=1.45, Synergy_Bliss=0.0760, Synergy_Loewe=-4.21, Synergy_HSA=-3.58.